Dataset: Peptide-MHC class II binding affinity with 134,281 pairs from IEDB. Task: Regression. Given a peptide amino acid sequence and an MHC pseudo amino acid sequence, predict their binding affinity value. This is MHC class II binding data. (1) The peptide sequence is HGSEPCIIHRGKPFQLEAV. The MHC is HLA-DQA10102-DQB10602 with pseudo-sequence HLA-DQA10102-DQB10602. The binding affinity (normalized) is 0.444. (2) The peptide sequence is ALLKNYGLLYCFRKD. The MHC is DRB1_0405 with pseudo-sequence DRB1_0405. The binding affinity (normalized) is 0.417. (3) The peptide sequence is GSFVRTVSLPVGADE. The MHC is HLA-DPA10201-DPB10101 with pseudo-sequence HLA-DPA10201-DPB10101. The binding affinity (normalized) is 0.583. (4) The peptide sequence is AGCQTYKWETFLTSE. The MHC is DRB1_1101 with pseudo-sequence DRB1_1101. The binding affinity (normalized) is 0.232. (5) The peptide sequence is GQEKYTDYLTVMDRY. The MHC is HLA-DQA10303-DQB10402 with pseudo-sequence HLA-DQA10303-DQB10402. The binding affinity (normalized) is 0. (6) The peptide sequence is AVPWYAVAFNAIVAA. The MHC is HLA-DPA10201-DPB11401 with pseudo-sequence HLA-DPA10201-DPB11401. The binding affinity (normalized) is 0.370. (7) The peptide sequence is SQDLELKWNLNGLQAY. The MHC is DRB1_0802 with pseudo-sequence DRB1_0802. The binding affinity (normalized) is 0.615.